Dataset: Catalyst prediction with 721,799 reactions and 888 catalyst types from USPTO. Task: Predict which catalyst facilitates the given reaction. (1) Reactant: [I:1][C:2]1[CH:3]=[C:4]2[C:8](=[CH:9][CH:10]=1)[NH:7][CH:6]=[CH:5]2.[C:11](O[C:11]([O:13][C:14]([CH3:17])([CH3:16])[CH3:15])=[O:12])([O:13][C:14]([CH3:17])([CH3:16])[CH3:15])=[O:12]. Product: [C:14]([O:13][C:11]([N:7]1[C:8]2[C:4](=[CH:3][C:2]([I:1])=[CH:10][CH:9]=2)[CH:5]=[CH:6]1)=[O:12])([CH3:17])([CH3:16])[CH3:15]. The catalyst class is: 172. (2) Reactant: C([O:3][C:4]([C:6]1[C:7]([C:13]([F:16])([F:15])[F:14])=[N:8][C:9]([NH2:12])=[N:10][CH:11]=1)=[O:5])C.[OH-].[K+]. Product: [NH2:12][C:9]1[N:8]=[C:7]([C:13]([F:16])([F:14])[F:15])[C:6]([C:4]([OH:5])=[O:3])=[CH:11][N:10]=1. The catalyst class is: 5. (3) Reactant: [C:1]([O:5][C:6]([NH:8][CH2:9][CH2:10][CH2:11][C:12]([OH:14])=[O:13])=[O:7])([CH3:4])([CH3:3])[CH3:2].O[N:16]1[C:20](=[O:21])[CH2:19][CH2:18][C:17]1=[O:22].CN(C=O)C.Cl.CN(C)CCCN=C=NCC. Product: [C:1]([O:5][C:6]([NH:8][CH2:9][CH2:10][CH2:11][C:12]([O:14][N:16]1[C:20](=[O:21])[CH2:19][CH2:18][C:17]1=[O:22])=[O:13])=[O:7])([CH3:4])([CH3:2])[CH3:3]. The catalyst class is: 28. (4) The catalyst class is: 4. Reactant: [CH3:1][C:2]1[CH:3]=[C:4]([SH:8])[CH:5]=[CH:6][CH:7]=1.[CH3:9][CH:10]([CH:13]=[CH2:14])[CH2:11]O.C1(P(C2C=CC=CC=2)C2C=CC=CC=2)C=CC=CC=1.N(C(OCC)=O)=NC(OCC)=O. Product: [CH3:1][C:2]1[CH:7]=[CH:6][CH:5]=[C:4]([S:8][CH2:9][CH:10]([CH3:11])[CH:13]=[CH2:14])[CH:3]=1. (5) Reactant: Br[CH2:2][CH2:3][CH2:4][CH2:5][CH2:6][CH2:7][O:8][CH2:9][C:10]1([CH3:14])[CH2:13][O:12][CH2:11]1.[OH:15][C:16]1[CH:23]=[CH:22][C:19]([CH:20]=[O:21])=[CH:18][CH:17]=1.C([O-])([O-])=O.[K+].[K+].O. Product: [CH3:14][C:10]1([CH2:9][O:8][CH2:7][CH2:6][CH2:5][CH2:4][CH2:3][CH2:2][O:15][C:16]2[CH:23]=[CH:22][C:19]([CH:20]=[O:21])=[CH:18][CH:17]=2)[CH2:13][O:12][CH2:11]1. The catalyst class is: 3. (6) Reactant: [Cl:1][C:2]1[CH:21]=[CH:20][C:5]([CH2:6][C:7]2[CH:8]=[N:9][C:10]3[N:11]([N:14]=[CH:15][C:16]=3[C:17](O)=[O:18])[C:12]=2[CH3:13])=[CH:4][C:3]=1[O:22][C:23]([F:26])([F:25])[F:24].[NH2:27][CH2:28][CH2:29][NH:30][C:31](=[O:33])[CH3:32].CN(C(ON1N=NC2C=CC=CC1=2)=[N+](C)C)C.[B-](F)(F)(F)F.C(N(CC)C(C)C)(C)C. The catalyst class is: 121. Product: [C:31]([NH:30][CH2:29][CH2:28][NH:27][C:17]([C:16]1[CH:15]=[N:14][N:11]2[C:12]([CH3:13])=[C:7]([CH2:6][C:5]3[CH:20]=[CH:21][C:2]([Cl:1])=[C:3]([O:22][C:23]([F:26])([F:25])[F:24])[CH:4]=3)[CH:8]=[N:9][C:10]=12)=[O:18])(=[O:33])[CH3:32].